From a dataset of Full USPTO retrosynthesis dataset with 1.9M reactions from patents (1976-2016). Predict the reactants needed to synthesize the given product. (1) Given the product [F:23][C:24]1[CH:29]=[CH:28][C:27]([NH:30][C:31]([O:1][CH2:2][CH2:3][C:4]2[CH:5]=[C:6]([CH2:12][CH:13]([O:19][CH:20]([CH3:21])[CH3:22])[C:14]([OH:16])=[O:15])[CH:7]=[CH:8][C:9]=2[O:10][CH3:11])=[O:32])=[CH:26][CH:25]=1, predict the reactants needed to synthesize it. The reactants are: [OH:1][CH2:2][CH2:3][C:4]1[CH:5]=[C:6]([CH2:12][CH:13]([O:19][CH:20]([CH3:22])[CH3:21])[C:14]([O:16]CC)=[O:15])[CH:7]=[CH:8][C:9]=1[O:10][CH3:11].[F:23][C:24]1[CH:29]=[CH:28][C:27]([N:30]=[C:31]=[O:32])=[CH:26][CH:25]=1. (2) Given the product [OH:27][C@H:24]1[CH2:25][CH2:26][N:22]([C:3]2[C:2]([C:36]3[NH:35][N:34]=[CH:38][CH:37]=3)=[CH:21][C:6]([C:7]([NH:9][C:10]3[CH:15]=[CH:14][C:13]([O:16][C:17]([F:20])([F:19])[F:18])=[CH:12][CH:11]=3)=[O:8])=[CH:5][N:4]=2)[CH2:23]1, predict the reactants needed to synthesize it. The reactants are: Br[C:2]1[C:3]([N:22]2[CH2:26][CH2:25][C@H:24]([OH:27])[CH2:23]2)=[N:4][CH:5]=[C:6]([CH:21]=1)[C:7]([NH:9][C:10]1[CH:15]=[CH:14][C:13]([O:16][C:17]([F:20])([F:19])[F:18])=[CH:12][CH:11]=1)=[O:8].O1CCCCC1[N:34]1[C:38](B2OC(C)(C)C(C)(C)O2)=[CH:37][CH:36]=[N:35]1. (3) Given the product [CH:1]1([N:7]([C@H:21]2[CH2:22][CH2:23][C@H:24]([CH2:27][O:28][CH3:29])[CH2:25][CH2:26]2)[C:8](=[O:20])[NH:9][C:10]2[S:11][C:12]([S:15][CH2:16][CH2:51][C:50]([OH:60])=[O:49])=[CH:13][N:14]=2)[CH2:6][CH2:5][CH2:4][CH2:30][CH2:3][CH2:2]1, predict the reactants needed to synthesize it. The reactants are: [CH:1]1([N:7]([C@H:21]2[CH2:26][CH2:25][C@H:24]([CH2:27][O:28][CH3:29])[CH2:23][CH2:22]2)[C:8](=[O:20])[NH:9][C:10]2[S:11][C:12]([S:15][CH2:16]C(O)=O)=[CH:13][N:14]=2)[CH2:6][CH2:5][CH2:4][CH2:3][CH2:2]1.[CH:30]1(N[C@H]2CCC[C@H](COC)CC2)CCCCC1.C([O:49][C:50](=[O:60])[CH:51](SC1SC(N)=NC=1)C)C. (4) Given the product [Cl:17][C:11]1[CH:12]=[C:13]([Cl:16])[CH:14]=[CH:15][C:10]=1[S:9][C:7]1[S:8][C:4]([CH:2]([NH2:21])[CH3:3])=[CH:5][C:6]=1[N+:18]([O-:20])=[O:19], predict the reactants needed to synthesize it. The reactants are: Br[CH:2]([C:4]1[S:8][C:7]([S:9][C:10]2[CH:15]=[CH:14][C:13]([Cl:16])=[CH:12][C:11]=2[Cl:17])=[C:6]([N+:18]([O-:20])=[O:19])[CH:5]=1)[CH3:3].[NH3:21]. (5) Given the product [N+:34]([C:32]1[CH:33]=[C:21]([CH:22]=[C:23]([O:24][C:25]2[CH:26]=[N:27][CH:28]=[N:29][CH:30]=2)[CH:31]=1)[C:37]#[N:38])([O-:36])=[O:35], predict the reactants needed to synthesize it. The reactants are: C1(P(C2C=CC=CC=2)C2C=CC=CC=2)C=CC=CC=1.I[C:21]1[CH:22]=[C:23]([CH:31]=[C:32]([N+:34]([O-:36])=[O:35])[CH:33]=1)[O:24][C:25]1[CH:26]=[N:27][CH:28]=[N:29][CH:30]=1.[CH3:37][N:38](C=O)C. (6) Given the product [C:12]([C:9]1[CH:10]=[CH:11][C:6]([C:5]([OH:14])=[O:4])=[CH:7][CH:8]=1)#[CH:13], predict the reactants needed to synthesize it. The reactants are: [Li+].[OH-].C[O:4][C:5](=[O:14])[C:6]1[CH:11]=[CH:10][C:9]([C:12]#[CH:13])=[CH:8][CH:7]=1.O. (7) Given the product [C:36]1([CH:34]([C:28]2[CH:29]=[CH:30][CH:31]=[CH:32][CH:33]=2)[O:35][CH2:2][C:3]([NH:5][CH:6]2[CH2:11][CH2:10][N:9]([CH2:12][C:13]3[CH:17]=[CH:16][N:15]([C:18]4[CH:23]=[CH:22][C:21]([C:24]([F:27])([F:26])[F:25])=[CH:20][CH:19]=4)[CH:14]=3)[CH2:8][CH2:7]2)=[O:4])[CH:37]=[CH:38][CH:39]=[CH:40][CH:41]=1, predict the reactants needed to synthesize it. The reactants are: Cl[CH2:2][C:3]([NH:5][CH:6]1[CH2:11][CH2:10][N:9]([CH2:12][C:13]2[CH:17]=[CH:16][N:15]([C:18]3[CH:23]=[CH:22][C:21]([C:24]([F:27])([F:26])[F:25])=[CH:20][CH:19]=3)[CH:14]=2)[CH2:8][CH2:7]1)=[O:4].[C:28]1([CH:34]([C:36]2[CH:41]=[CH:40][CH:39]=[CH:38][CH:37]=2)[OH:35])[CH:33]=[CH:32][CH:31]=[CH:30][CH:29]=1.CC(C)([O-])C.[K+].